This data is from Peptide-MHC class I binding affinity with 185,985 pairs from IEDB/IMGT. The task is: Regression. Given a peptide amino acid sequence and an MHC pseudo amino acid sequence, predict their binding affinity value. This is MHC class I binding data. (1) The peptide sequence is HQDDGQPRL. The binding affinity (normalized) is 0.0847. The MHC is HLA-B51:01 with pseudo-sequence HLA-B51:01. (2) The peptide sequence is NSDYMMWVG. The MHC is HLA-B58:01 with pseudo-sequence HLA-B58:01. The binding affinity (normalized) is 0.0847. (3) The peptide sequence is GLNISGYNY. The MHC is HLA-A30:01 with pseudo-sequence HLA-A30:01. The binding affinity (normalized) is 0.0223.